From a dataset of Full USPTO retrosynthesis dataset with 1.9M reactions from patents (1976-2016). Predict the reactants needed to synthesize the given product. (1) Given the product [Br:8][C:9]1[CH:10]=[CH:11][CH:12]=[C:13]2[C:18]=1[N:17]=[C:16]([Cl:19])[N:15]=[C:14]2[OH:6], predict the reactants needed to synthesize it. The reactants are: [OH-].[Na+].C1C[O:6]CC1.[Br:8][C:9]1[CH:10]=[CH:11][CH:12]=[C:13]2[C:18]=1[N:17]=[C:16]([Cl:19])[N:15]=[C:14]2Cl. (2) Given the product [CH3:10][O:11][C:12]1[CH:19]=[CH:18][C:15]([CH2:16][NH:17][C:2]2[CH:3]=[C:4]([CH:7]=[CH:8][N:9]=2)[C:5]#[N:6])=[CH:14][CH:13]=1, predict the reactants needed to synthesize it. The reactants are: Cl[C:2]1[CH:3]=[C:4]([CH:7]=[CH:8][N:9]=1)[C:5]#[N:6].[CH3:10][O:11][C:12]1[CH:19]=[CH:18][C:15]([CH2:16][NH2:17])=[CH:14][CH:13]=1.C([O-])(O)=O.[Na+]. (3) Given the product [CH3:12][O:11][C:9]1[CH:10]=[C:2]2[C:3]([C:4](=[O:5])[NH:18][CH:17]=[N:1]2)=[CH:7][CH:8]=1, predict the reactants needed to synthesize it. The reactants are: [NH2:1][C:2]1[CH:10]=[C:9]([O:11][CH3:12])[CH:8]=[CH:7][C:3]=1[C:4](O)=[O:5].C(O)(=O)C.[CH:17](N)=[NH:18]. (4) Given the product [N:14]1[C:15]2[C:20](=[CH:19][CH:18]=[CH:17][CH:16]=2)[CH:21]=[CH:22][C:13]=1[N:11]1[CH2:12][CH:9]([O:8][C:3]2[C:2]([C:32]#[C:31][CH2:30][OH:33])=[N:7][CH:6]=[CH:5][N:4]=2)[CH2:10]1, predict the reactants needed to synthesize it. The reactants are: Cl[C:2]1[C:3]([O:8][CH:9]2[CH2:12][N:11]([C:13]3[CH:22]=[CH:21][C:20]4[C:15](=[CH:16][CH:17]=[CH:18][CH:19]=4)[N:14]=3)[CH2:10]2)=[N:4][CH:5]=[CH:6][N:7]=1.C(N(CC)CC)C.[CH2:30]([OH:33])[C:31]#[CH:32]. (5) Given the product [Br:10][C:11]([Br:26])([F:25])[CH:12]([F:7])[C:14]1[CH:19]=[CH:18][C:17]([O:20][CH3:21])=[C:16]([N+:22]([O-:24])=[O:23])[CH:15]=1, predict the reactants needed to synthesize it. The reactants are: CCN(S(F)(F)[F:7])CC.[Br:10][C:11]([Br:26])([F:25])[CH:12]([C:14]1[CH:19]=[CH:18][C:17]([O:20][CH3:21])=[C:16]([N+:22]([O-:24])=[O:23])[CH:15]=1)O.CCOC(C)=O. (6) Given the product [CH:26]1([C:25](=[O:24])[CH2:30][C:2]2[CH:7]=[CH:6][C:5]([O:8][CH3:9])=[C:4]([O:10][CH2:11][CH2:12][CH2:13][O:14][CH3:15])[CH:3]=2)[CH2:27][CH2:28][CH2:29]1, predict the reactants needed to synthesize it. The reactants are: Br[C:2]1[CH:7]=[CH:6][C:5]([O:8][CH3:9])=[C:4]([O:10][CH2:11][CH2:12][CH2:13][O:14][CH3:15])[CH:3]=1.CC1(C)[C:30]2[CH:29]=[CH:28][CH:27]=[C:26](P(C3C=CC=CC=3)C3C=CC=CC=3)[C:25]=2[O:24]C2C1=CC=CC=2P(C1C=CC=CC=1)C1C=CC=CC=1.C(O[Na])(C)(C)C.CC(C)C(=O)C.